From a dataset of Forward reaction prediction with 1.9M reactions from USPTO patents (1976-2016). Predict the product of the given reaction. (1) Given the reactants [O-][N+:2]1[CH:7]=[CH:6][CH:5]=[C:4]([N:8]2[C:12]3[C:13]4[CH:14]=[CH:15][CH:16]=[CH:17][C:18]=4[S:19](=[O:22])(=[O:21])[CH2:20][C:11]=3[C:10]([C:23]([O:25][CH2:26][CH3:27])=[O:24])=[N:9]2)[CH:3]=1, predict the reaction product. The product is: [C:23]([O:25][CH2:26][C:7]1[N:2]=[CH:3][C:4]([N:8]2[C:12]3[C:13]4[CH:14]=[CH:15][CH:16]=[CH:17][C:18]=4[S:19](=[O:22])(=[O:21])[CH2:20][C:11]=3[C:10]([C:23]([O:25][CH2:26][CH3:27])=[O:24])=[N:9]2)=[CH:5][CH:6]=1)(=[O:24])[CH3:10]. (2) Given the reactants [NH2:1][C@H:2]([CH2:6][CH2:7][CH2:8][CH3:9])[C:3]([OH:5])=[O:4].Br[C:11]1[CH:12]=[C:13]([CH3:19])[C:14]([F:18])=[C:15]([CH3:17])[CH:16]=1.C([O-])([O-])=O.[K+].[K+].Cl, predict the reaction product. The product is: [F:18][C:14]1[C:15]([CH3:17])=[CH:16][C:11]([NH:1][C@H:2]([CH2:6][CH2:7][CH2:8][CH3:9])[C:3]([OH:5])=[O:4])=[CH:12][C:13]=1[CH3:19]. (3) Given the reactants FC(F)(F)S(O[C:7]1[C:12]([Cl:13])=[C:11]([CH2:14][O:15][CH3:16])[N:10]=[C:9]([S:17][CH3:18])[N:8]=1)(=O)=O.[CH3:21]B1OB(C)OB(C)O1.C([O-])([O-])=O.[Cs+].[Cs+], predict the reaction product. The product is: [Cl:13][C:12]1[C:11]([CH2:14][O:15][CH3:16])=[N:10][C:9]([S:17][CH3:18])=[N:8][C:7]=1[CH3:21]. (4) Given the reactants C(NC(C)C)(C)C.[Cl:8][C:9]1[CH:17]=[C:16](I)[C:12]2[O:13][CH2:14][O:15][C:11]=2[C:10]=1[NH2:19].[CH3:20][NH:21][C:22](=[O:28])[CH2:23][O:24][CH2:25][C:26]#[CH:27], predict the reaction product. The product is: [NH2:19][C:10]1[C:11]2[O:15][CH2:14][O:13][C:12]=2[C:16]([C:27]#[C:26][CH2:25][O:24][CH2:23][C:22]([NH:21][CH3:20])=[O:28])=[CH:17][C:9]=1[Cl:8].